Predict which catalyst facilitates the given reaction. From a dataset of Catalyst prediction with 721,799 reactions and 888 catalyst types from USPTO. (1) The catalyst class is: 823. Reactant: [O-]CC.[Na+].C(O[C:8](=[O:19])[C:9](=[CH:15]OCC)[C:10]([O:12][CH2:13][CH3:14])=[O:11])C.[CH:20]([NH:23][NH2:24])([CH3:22])[CH3:21].Cl. Product: [CH2:13]([O:12][C:10]([C:9]1[C:8]([OH:19])=[N:24][N:23]([CH:20]([CH3:22])[CH3:21])[CH:15]=1)=[O:11])[CH3:14]. (2) The catalyst class is: 4. Product: [CH2:1]([O:3][C:4]([C:6]1[C:7](=[O:24])[N:8]([CH2:17][C:18]2[CH:23]=[CH:22][CH:21]=[CH:20][CH:19]=2)[C:9]2[C:14]([C:15]=1[N:25]1[CH2:30][CH2:29][NH:28][CH2:27][CH2:26]1)=[CH:13][CH:12]=[CH:11][N:10]=2)=[O:5])[CH3:2]. Reactant: [CH2:1]([O:3][C:4]([C:6]1[C:7](=[O:24])[N:8]([CH2:17][C:18]2[CH:23]=[CH:22][CH:21]=[CH:20][CH:19]=2)[C:9]2[C:14]([C:15]=1Cl)=[CH:13][CH:12]=[CH:11][N:10]=2)=[O:5])[CH3:2].[NH:25]1[CH2:30][CH2:29][NH:28][CH2:27][CH2:26]1. (3) Reactant: [N:1]1[CH:6]=[CH:5][C:4]([CH2:7][C:8]([O:10][CH2:11][CH3:12])=[O:9])=[CH:3][CH:2]=1.C(O[CH:16](OCC)[N:17]([CH3:19])[CH3:18])C. Product: [CH3:16][N:17]([CH3:19])[CH:18]=[C:7]([C:4]1[CH:5]=[CH:6][N:1]=[CH:2][CH:3]=1)[C:8]([O:10][CH2:11][CH3:12])=[O:9]. The catalyst class is: 3. (4) Reactant: [N+:1]([C:4]1[CH:16]=[CH:15][C:7]([CH2:8][C:9]2[CH:14]=[CH:13][N:12]=[CH:11][CH:10]=2)=[CH:6][CH:5]=1)([O-])=O. Product: [N:12]1[CH:13]=[CH:14][C:9]([CH2:8][C:7]2[CH:6]=[CH:5][C:4]([NH2:1])=[CH:16][CH:15]=2)=[CH:10][CH:11]=1. The catalyst class is: 19.